This data is from Full USPTO retrosynthesis dataset with 1.9M reactions from patents (1976-2016). The task is: Predict the reactants needed to synthesize the given product. Given the product [Cl:1][C:2]1[CH:3]=[CH:4][C:5]([N+:12]([O-:14])=[O:13])=[C:6]2[C:11]=1[CH:10]=[N:9][CH:8]=[CH:7]2, predict the reactants needed to synthesize it. The reactants are: [Cl:1][C:2]1[CH:3]=[CH:4][CH:5]=[C:6]2[C:11]=1[CH:10]=[N:9][CH:8]=[CH:7]2.[N+:12]([O-])([O-:14])=[O:13].[K+].